Dataset: Full USPTO retrosynthesis dataset with 1.9M reactions from patents (1976-2016). Task: Predict the reactants needed to synthesize the given product. (1) Given the product [F:1][C:2]1[C:18]([F:19])=[CH:17][C:5]2[N:6]([O:16][CH3:22])[C:7]([C:9]3[CH:10]=[N:11][CH:12]=[C:13]([F:15])[CH:14]=3)=[N:8][C:4]=2[CH:3]=1, predict the reactants needed to synthesize it. The reactants are: [F:1][C:2]1[C:18]([F:19])=[CH:17][C:5]2[N:6]([OH:16])[C:7]([C:9]3[CH:10]=[N:11][CH:12]=[C:13]([F:15])[CH:14]=3)=[N:8][C:4]=2[CH:3]=1.[H-].[Na+].[CH3:22]I. (2) Given the product [CH2:22]([C:15]([C:12]1[CH:11]=[CH:10][C:9]([Cl:8])=[CH:14][CH:13]=1)([CH2:4][C:3]#[CH:2])[C:16]([OH:18])=[O:17])[CH3:23], predict the reactants needed to synthesize it. The reactants are: O1C[CH2:4][CH2:3][CH2:2]1.[H-].[K+].[Cl:8][C:9]1[CH:14]=[CH:13][C:12]([CH2:15][C:16]([O:18]CC)=[O:17])=[CH:11][CH:10]=1.Br[CH2:22][C:23]#C. (3) The reactants are: [CH3:1][NH:2][C:3]([C:5]1[C:13]2[C:8](=[CH:9][C:10]([O:14][C:15]3[CH:20]=[CH:19][N:18]=[C:17]4[CH:21]=[C:22]([C:24]([N:26]5[CH2:30][CH2:29][CH:28]([O:31]C)[CH2:27]5)=[O:25])[S:23][C:16]=34)=[CH:11][CH:12]=2)[N:7]([CH3:33])[C:6]=1[CH3:34])=[O:4].B(Br)(Br)Br. Given the product [CH3:1][NH:2][C:3]([C:5]1[C:13]2[C:8](=[CH:9][C:10]([O:14][C:15]3[CH:20]=[CH:19][N:18]=[C:17]4[CH:21]=[C:22]([C:24]([N:26]5[CH2:30][CH2:29][CH:28]([OH:31])[CH2:27]5)=[O:25])[S:23][C:16]=34)=[CH:11][CH:12]=2)[N:7]([CH3:33])[C:6]=1[CH3:34])=[O:4], predict the reactants needed to synthesize it. (4) Given the product [CH:8]([C:4]1[C:3]2[O:11][CH2:13][C:14](=[O:15])[NH:1][C:2]=2[CH:7]=[CH:6][CH:5]=1)([CH3:9])[CH3:10], predict the reactants needed to synthesize it. The reactants are: [NH2:1][C:2]1[CH:7]=[CH:6][CH:5]=[C:4]([CH:8]([CH3:10])[CH3:9])[C:3]=1[OH:11].Cl[CH2:13][C:14](Cl)=[O:15].C([O-])([O-])=O.[K+].[K+]. (5) Given the product [F:1][CH2:2][CH2:3][NH:4][C:5]([N:7]1[C:15]2[C:10](=[CH:11][C:12]([O:16][C:17]3[CH:22]=[CH:21][N:20]=[C:19]([NH:23][C:24]([CH:26]4[CH2:27][CH2:28][NH:29][CH2:30][CH2:31]4)=[O:25])[CH:18]=3)=[CH:13][CH:14]=2)[CH:9]=[CH:8]1)=[O:6], predict the reactants needed to synthesize it. The reactants are: [F:1][CH2:2][CH2:3][NH:4][C:5]([N:7]1[C:15]2[C:10](=[CH:11][C:12]([O:16][C:17]3[CH:22]=[CH:21][N:20]=[C:19]([NH:23][C:24]([CH:26]4[CH2:31][CH2:30][N:29](C(OC(C)(C)C)=O)[CH2:28][CH2:27]4)=[O:25])[CH:18]=3)=[CH:13][CH:14]=2)[CH:9]=[CH:8]1)=[O:6].C(OCC)(=O)C.[Na].